Predict the reactants needed to synthesize the given product. From a dataset of Full USPTO retrosynthesis dataset with 1.9M reactions from patents (1976-2016). (1) Given the product [Cl:14][C:15]1[N:20]=[C:19]([CH2:7][C:6]2[CH:9]=[CH:10][CH:11]=[C:4]([O:3][C:2]([F:13])([F:12])[F:1])[CH:5]=2)[CH:18]=[CH:17][N:16]=1, predict the reactants needed to synthesize it. The reactants are: [F:1][C:2]([F:13])([F:12])[O:3][C:4]1[CH:5]=[C:6]([CH:9]=[CH:10][CH:11]=1)[CH2:7]Br.[Cl:14][C:15]1[N:20]=[C:19](Cl)[CH:18]=[CH:17][N:16]=1. (2) Given the product [C:1]1(=[O:7])[CH:5]2[CH:4]([CH2:11][CH:12]=[CH:13][CH2:14]2)[C:3](=[O:6])[CH2:2]1, predict the reactants needed to synthesize it. The reactants are: [C:1]1(=[O:7])[CH:5]=[CH:4][C:3](=[O:6])[CH2:2]1.S1([CH2:14][CH:13]=[CH:12][CH2:11]1)(=O)=O. (3) Given the product [O:26]=[S:2]1(=[O:1])[CH:7]=[CH:6][N:5]([C:8]2[C:9]([F:25])=[CH:10][C:11]([N:15]3[CH2:19][C@H:18]([C:20]([NH2:27])=[O:21])[O:17][C:16]3=[O:24])=[CH:12][C:13]=2[F:14])[CH2:4][CH2:3]1, predict the reactants needed to synthesize it. The reactants are: [O:1]=[S:2]1(=[O:26])[CH:7]=[CH:6][N:5]([C:8]2[C:13]([F:14])=[CH:12][C:11]([N:15]3[CH2:19][C@H:18]([C:20](OC)=[O:21])[O:17][C:16]3=[O:24])=[CH:10][C:9]=2[F:25])[CH2:4][CH2:3]1.[NH3:27]. (4) Given the product [CH3:1][CH:2]([OH:3])[C:4]1[CH2:9][C:8]([CH3:11])([CH3:10])[CH2:7][CH2:6][CH:5]=1, predict the reactants needed to synthesize it. The reactants are: [CH3:1][C:2]([C:4]1[CH2:9][C:8]([CH3:11])([CH3:10])[CH2:7][CH2:6][CH:5]=1)=[O:3].[H-].[H-].[H-].[H-].[Li+].[Al+3]. (5) Given the product [C:15]([O:14][C:12]([N:10]1[CH2:11][CH:8]([C:3]2[C:2]([N:19]3[CH2:26][CH2:25][CH:22]([CH2:23][OH:24])[CH2:21][CH2:20]3)=[N:7][CH:6]=[CH:5][N:4]=2)[CH2:9]1)=[O:13])([CH3:18])([CH3:17])[CH3:16], predict the reactants needed to synthesize it. The reactants are: Cl[C:2]1[C:3]([CH:8]2[CH2:11][N:10]([C:12]([O:14][C:15]([CH3:18])([CH3:17])[CH3:16])=[O:13])[CH2:9]2)=[N:4][CH:5]=[CH:6][N:7]=1.[NH2:19][CH2:20][CH2:21][CH:22]([CH3:25])[CH2:23][OH:24].[CH3:26]CN(CC)CC. (6) The reactants are: [CH2:1]([NH:8][NH:9][C:10]([C:12]1[O:16][N:15]=[C:14]([C:17]2[CH:22]=[CH:21][C:20]([O:23][C:24]([F:27])([F:26])[F:25])=[CH:19][CH:18]=2)[N:13]=1)=O)[C:2]1[CH:7]=[CH:6][CH:5]=[CH:4][CH:3]=1.Cl.[C:29](=N)([NH2:36])[C:30]1[CH:35]=[CH:34][CH:33]=[N:32][CH:31]=1.[OH-:38].[Na+].[CH2:40]([OH:42])C. Given the product [F:27][C:24]([F:25])([F:26])[C:40]([O-:42])=[O:38].[CH2:1]([N:8]1[C:29]([C:30]2[CH:31]=[NH+:32][CH:33]=[CH:34][CH:35]=2)=[N:36][C:10]([C:12]2[O:16][N:15]=[C:14]([C:17]3[CH:22]=[CH:21][C:20]([O:23][C:24]([F:27])([F:26])[F:25])=[CH:19][CH:18]=3)[N:13]=2)=[N:9]1)[C:2]1[CH:7]=[CH:6][CH:5]=[CH:4][CH:3]=1, predict the reactants needed to synthesize it. (7) The reactants are: C(Cl)Cl.[N:4]([CH2:7][C:8]([O:10][CH2:11][CH3:12])=[O:9])=[N+:5]=[N-:6].[Br:13][C:14]1[CH:19]=[CH:18][C:17]([N:20]2[C:24]([CH:25]=O)=[CH:23][N:22]=[CH:21]2)=[CH:16][CH:15]=1.[O-]CC.[K+]. Given the product [N:4]([C:7](=[CH:25][C:24]1[N:20]([C:17]2[CH:18]=[CH:19][C:14]([Br:13])=[CH:15][CH:16]=2)[CH:21]=[N:22][CH:23]=1)[C:8]([O:10][CH2:11][CH3:12])=[O:9])=[N+:5]=[N-:6], predict the reactants needed to synthesize it. (8) Given the product [CH2:1]([O:8][C:9]1[CH:10]=[CH:11][C:12]([C@@H:20]([O:55][Si:56]([C:59]([CH3:62])([CH3:61])[CH3:60])([CH3:58])[CH3:57])[CH2:21][N:22]([C:48]([O:50][C:51]([CH3:54])([CH3:53])[CH3:52])=[O:49])[CH2:23][CH2:24][CH2:25][CH2:26][C:27]([NH:29][C:30]2[CH:31]=[C:32]([C:36]([OH:47])([C:41]3[CH:42]=[CH:43][CH:44]=[CH:45][CH:46]=3)[C:37]([OH:39])=[O:38])[CH:33]=[CH:34][CH:35]=2)=[O:28])=[C:13]2[C:18]=1[NH:17][C:16](=[O:19])[CH:15]=[CH:14]2)[C:2]1[CH:7]=[CH:6][CH:5]=[CH:4][CH:3]=1, predict the reactants needed to synthesize it. The reactants are: [CH2:1]([O:8][C:9]1[CH:10]=[CH:11][C:12]([C@@H:20]([O:55][Si:56]([C:59]([CH3:62])([CH3:61])[CH3:60])([CH3:58])[CH3:57])[CH2:21][N:22]([C:48]([O:50][C:51]([CH3:54])([CH3:53])[CH3:52])=[O:49])[CH2:23][CH2:24][CH2:25][CH2:26][C:27]([NH:29][C:30]2[CH:31]=[C:32]([C:36]([OH:47])([C:41]3[CH:46]=[CH:45][CH:44]=[CH:43][CH:42]=3)[C:37]([O:39]C)=[O:38])[CH:33]=[CH:34][CH:35]=2)=[O:28])=[C:13]2[C:18]=1[NH:17][C:16](=[O:19])[CH:15]=[CH:14]2)[C:2]1[CH:7]=[CH:6][CH:5]=[CH:4][CH:3]=1.[Li+].[OH-].Cl. (9) The reactants are: [C:1]([O:5][C:6](=[O:20])[NH:7][CH2:8][CH2:9][N:10]1[C:18]2[C:17](Cl)=[N:16][CH:15]=[N:14][C:13]=2[CH:12]=[CH:11]1)([CH3:4])([CH3:3])[CH3:2].[Cl:21][C:22]1[CH:23]=[C:24]([NH2:40])[CH:25]=[N:26][C:27]=1[O:28][C:29]1[CH:34]=[CH:33][CH:32]=[C:31]([O:35][C:36]([F:39])([F:38])[F:37])[CH:30]=1. Given the product [C:1]([O:5][C:6](=[O:20])[NH:7][CH2:8][CH2:9][N:10]1[C:18]2[C:17]([NH:40][C:24]3[CH:25]=[N:26][C:27]([O:28][C:29]4[CH:34]=[CH:33][CH:32]=[C:31]([O:35][C:36]([F:39])([F:38])[F:37])[CH:30]=4)=[C:22]([Cl:21])[CH:23]=3)=[N:16][CH:15]=[N:14][C:13]=2[CH:12]=[CH:11]1)([CH3:4])([CH3:3])[CH3:2], predict the reactants needed to synthesize it. (10) Given the product [F:13][C:9]1[CH:10]=[CH:11][CH:12]=[C:4]2[C:5]=1[C:6](=[O:7])[NH:21][N:20]=[CH:3]2, predict the reactants needed to synthesize it. The reactants are: CO[CH:3](OC)[C:4]1[CH:12]=[CH:11][CH:10]=[C:9]([F:13])[C:5]=1[C:6](O)=[O:7].C(O)(=O)C.[NH2:20][NH2:21].C(OCC)(=O)C.